Dataset: Reaction yield outcomes from USPTO patents with 853,638 reactions. Task: Predict the reaction yield, written as a fraction of the theoretical maximum amount of product (1.0 means a 100% yield; for example, 0.34 means a 34% yield). The reactants are C[N:2](C)[CH:3]=[CH:4][C:5]([C:7]1[C:12](=[O:13])[CH:11]=[CH:10][N:9]([C:14]2[CH:19]=[CH:18][CH:17]=[C:16]([C:20]([F:23])([F:22])[F:21])[CH:15]=2)[N:8]=1)=O.[C:25]1([NH:31]N)[CH:30]=[CH:29][CH:28]=[CH:27][CH:26]=1. The catalyst is C(O)C. The product is [C:25]1([N:31]2[C:5]([C:7]3[C:12](=[O:13])[CH:11]=[CH:10][N:9]([C:14]4[CH:19]=[CH:18][CH:17]=[C:16]([C:20]([F:23])([F:22])[F:21])[CH:15]=4)[N:8]=3)=[CH:4][CH:3]=[N:2]2)[CH:30]=[CH:29][CH:28]=[CH:27][CH:26]=1. The yield is 0.150.